Regression. Given a peptide amino acid sequence and an MHC pseudo amino acid sequence, predict their binding affinity value. This is MHC class I binding data. From a dataset of Peptide-MHC class I binding affinity with 185,985 pairs from IEDB/IMGT. The peptide sequence is FKNFRVYYR. The MHC is HLA-A33:01 with pseudo-sequence HLA-A33:01. The binding affinity (normalized) is 0.829.